Dataset: HIV replication inhibition screening data with 41,000+ compounds from the AIDS Antiviral Screen. Task: Binary Classification. Given a drug SMILES string, predict its activity (active/inactive) in a high-throughput screening assay against a specified biological target. (1) The molecule is O=C(c1ccccc1)C(c1ccccc1)C1(O)C(=O)Nc2ccc([N+](=O)[O-])cc21. The result is 0 (inactive). (2) The molecule is CN(C)c1ccc(C2=NC(=S)NC(c3cc(Cl)ccc3O)C2)cc1. The result is 0 (inactive).